Dataset: Catalyst prediction with 721,799 reactions and 888 catalyst types from USPTO. Task: Predict which catalyst facilitates the given reaction. (1) Reactant: Cl[C:2]1[C:7]([C:8]([F:11])([F:10])[F:9])=[CH:6][C:5]([N+:12]([O-:14])=[O:13])=[CH:4][N:3]=1.[CH2:15]([OH:17])[CH3:16].[H-].[Na+].O. Product: [CH2:15]([O:17][C:2]1[C:7]([C:8]([F:11])([F:10])[F:9])=[CH:6][C:5]([N+:12]([O-:14])=[O:13])=[CH:4][N:3]=1)[CH3:16]. The catalyst class is: 1. (2) Reactant: C([O:4][CH2:5][C:6]1[CH:7]=[CH:8][C:9]2[N:10]=[C:11]([Cl:22])[N:12]=[C:13]([N:16]3[CH2:21][CH2:20][O:19][CH2:18][CH2:17]3)[C:14]=2[N:15]=1)(=O)C.[OH-].[Li+]. Product: [Cl:22][C:11]1[N:12]=[C:13]([N:16]2[CH2:17][CH2:18][O:19][CH2:20][CH2:21]2)[C:14]2[N:15]=[C:6]([CH2:5][OH:4])[CH:7]=[CH:8][C:9]=2[N:10]=1. The catalyst class is: 20. (3) Reactant: [CH:1]1([C:7]2([CH3:15])[N:11]([CH3:12])[C:10](=[O:13])[NH:9][C:8]2=[O:14])[CH2:6][CH2:5][CH2:4][CH2:3][CH2:2]1.N#N.[H-].[Na+].Br[CH2:21][C:22]([C:24]1[CH:29]=[CH:28][CH:27]=[CH:26][C:25]=1[F:30])=[O:23]. Product: [CH:1]1([C:7]2([CH3:15])[N:11]([CH3:12])[C:10](=[O:13])[N:9]([CH2:21][C:22]([C:24]3[CH:29]=[CH:28][CH:27]=[CH:26][C:25]=3[F:30])=[O:23])[C:8]2=[O:14])[CH2:2][CH2:3][CH2:4][CH2:5][CH2:6]1. The catalyst class is: 3.